Dataset: NCI-60 drug combinations with 297,098 pairs across 59 cell lines. Task: Regression. Given two drug SMILES strings and cell line genomic features, predict the synergy score measuring deviation from expected non-interaction effect. (1) Drug 1: CC(C)(C#N)C1=CC(=CC(=C1)CN2C=NC=N2)C(C)(C)C#N. Drug 2: CCC1(C2=C(COC1=O)C(=O)N3CC4=CC5=C(C=CC(=C5CN(C)C)O)N=C4C3=C2)O.Cl. Cell line: RXF 393. Synergy scores: CSS=12.2, Synergy_ZIP=-1.83, Synergy_Bliss=-1.06, Synergy_Loewe=-11.0, Synergy_HSA=-4.53. (2) Drug 1: CC1=CC2C(CCC3(C2CCC3(C(=O)C)OC(=O)C)C)C4(C1=CC(=O)CC4)C. Drug 2: CC1=C2C(C(=O)C3(C(CC4C(C3C(C(C2(C)C)(CC1OC(=O)C(C(C5=CC=CC=C5)NC(=O)OC(C)(C)C)O)O)OC(=O)C6=CC=CC=C6)(CO4)OC(=O)C)O)C)O. Cell line: SF-268. Synergy scores: CSS=38.9, Synergy_ZIP=13.2, Synergy_Bliss=12.1, Synergy_Loewe=-27.6, Synergy_HSA=8.37. (3) Drug 1: CC1=C2C(C(=O)C3(C(CC4C(C3C(C(C2(C)C)(CC1OC(=O)C(C(C5=CC=CC=C5)NC(=O)OC(C)(C)C)O)O)OC(=O)C6=CC=CC=C6)(CO4)OC(=O)C)O)C)O. Drug 2: CC1=C(C(=O)C2=C(C1=O)N3CC4C(C3(C2COC(=O)N)OC)N4)N. Cell line: HCT116. Synergy scores: CSS=48.4, Synergy_ZIP=3.82, Synergy_Bliss=3.86, Synergy_Loewe=2.42, Synergy_HSA=6.59. (4) Drug 1: C1CC(=O)NC(=O)C1N2CC3=C(C2=O)C=CC=C3N. Drug 2: C#CCC(CC1=CN=C2C(=N1)C(=NC(=N2)N)N)C3=CC=C(C=C3)C(=O)NC(CCC(=O)O)C(=O)O. Cell line: MOLT-4. Synergy scores: CSS=-3.72, Synergy_ZIP=1.82, Synergy_Bliss=-0.634, Synergy_Loewe=-3.85, Synergy_HSA=-4.61.